This data is from Peptide-MHC class II binding affinity with 134,281 pairs from IEDB. The task is: Regression. Given a peptide amino acid sequence and an MHC pseudo amino acid sequence, predict their binding affinity value. This is MHC class II binding data. (1) The peptide sequence is GKLITDWCCRSCTLPPLR. The MHC is DRB1_0401 with pseudo-sequence DRB1_0401. The binding affinity (normalized) is 0.0881. (2) The peptide sequence is RNEVVNDVSTYASGK. The MHC is DRB1_1101 with pseudo-sequence DRB1_1101. The binding affinity (normalized) is 0.183. (3) The peptide sequence is TDKFLANVSTVLTGK. The MHC is DRB1_0405 with pseudo-sequence DRB1_0405. The binding affinity (normalized) is 0.611. (4) The MHC is HLA-DPA10103-DPB10601 with pseudo-sequence HLA-DPA10103-DPB10601. The peptide sequence is EKFYFAATQFEPLAA. The binding affinity (normalized) is 1.00. (5) The peptide sequence is YDNFLANVSTVLTGK. The binding affinity (normalized) is 0.760. The MHC is DRB1_0802 with pseudo-sequence DRB1_0802.